This data is from Full USPTO retrosynthesis dataset with 1.9M reactions from patents (1976-2016). The task is: Predict the reactants needed to synthesize the given product. Given the product [CH3:1][O:2][C:3]1[C:8]2[N:9]=[C:10]([NH:12][C:26]([C:28]3[CH:29]=[N:30][N:31]([CH2:33][CH2:34][N:35]([CH3:37])[CH3:36])[CH:32]=3)=[O:25])[S:11][C:7]=2[C:6]([N:13]2[CH2:18][CH2:17][O:16][CH2:15][CH2:14]2)=[CH:5][CH:4]=1, predict the reactants needed to synthesize it. The reactants are: [CH3:1][O:2][C:3]1[C:8]2[N:9]=[C:10]([NH2:12])[S:11][C:7]=2[C:6]([N:13]2[CH2:18][CH2:17][O:16][CH2:15][CH2:14]2)=[CH:5][CH:4]=1.C1([O:25][C:26]([C:28]2[CH:29]=[N:30][N:31]([CH2:33][CH2:34][N:35]([CH3:37])[CH3:36])[CH:32]=2)=O)C=CC=CC=1.